Dataset: Full USPTO retrosynthesis dataset with 1.9M reactions from patents (1976-2016). Task: Predict the reactants needed to synthesize the given product. (1) Given the product [CH2:27]([O:1][C:2]1[CH:3]=[C:4]([CH2:8][CH2:9][NH:10][C:11](=[O:17])[O:12][C:13]([CH3:14])([CH3:16])[CH3:15])[CH:5]=[CH:6][CH:7]=1)[CH:26]=[CH2:25], predict the reactants needed to synthesize it. The reactants are: [OH:1][C:2]1[CH:3]=[C:4]([CH2:8][CH2:9][NH:10][C:11](=[O:17])[O:12][C:13]([CH3:16])([CH3:15])[CH3:14])[CH:5]=[CH:6][CH:7]=1.C(=O)([O-])[O-].[K+].[K+].Br[CH2:25][CH:26]=[CH2:27]. (2) Given the product [F:32][C:15]1[CH:16]=[C:17]([N:20]2[CH2:24][C@H:23]([CH2:25][N:26]3[CH:30]=[CH:29][N:28]=[N:27]3)[O:22][C:21]2=[O:31])[CH:18]=[CH:19][C:14]=1[C:11]1[CH:10]=[CH:9][C:8]([C:5]2[CH2:4][C@@H:3]([CH2:2][NH:1][C:69]([C@H:65]([NH:64][C:57](=[O:58])[O:59][C:60]([CH3:61])([CH3:63])[CH3:62])[CH:66]([CH3:68])[CH3:67])=[O:70])[O:7][N:6]=2)=[N:13][CH:12]=1, predict the reactants needed to synthesize it. The reactants are: [NH2:1][CH2:2][C@H:3]1[O:7][N:6]=[C:5]([C:8]2[N:13]=[CH:12][C:11]([C:14]3[CH:19]=[CH:18][C:17]([N:20]4[CH2:24][C@H:23]([CH2:25][N:26]5[CH:30]=[CH:29][N:28]=[N:27]5)[O:22][C:21]4=[O:31])=[CH:16][C:15]=3[F:32])=[CH:10][CH:9]=2)[CH2:4]1.CN(C(ON1N=NC2C=CC=NC1=2)=[N+](C)C)C.F[P-](F)(F)(F)(F)F.[C:57]([NH:64][C@@H:65]([C:69](O)=[O:70])[CH:66]([CH3:68])[CH3:67])([O:59][C:60]([CH3:63])([CH3:62])[CH3:61])=[O:58].C(N(C(C)C)CC)(C)C. (3) Given the product [CH2:3]([O:14][C:15]1[CH:24]=[CH:23][CH:22]=[CH:21][C:16]=1[C:17]([OH:19])=[O:18])[CH2:4][CH2:5]/[CH:6]=[CH:7]\[CH2:8][CH2:9][CH2:10][CH2:11][CH2:12][CH3:13], predict the reactants needed to synthesize it. The reactants are: [OH-].[Na+].[CH2:3]([O:14][C:15]1[CH:24]=[CH:23][CH:22]=[CH:21][C:16]=1[C:17]([O:19]C)=[O:18])[CH2:4][CH2:5]/[CH:6]=[CH:7]\[CH2:8][CH2:9][CH2:10][CH2:11][CH2:12][CH3:13]. (4) The reactants are: [NH2:1][CH2:2][C:3]1[CH:4]=[CH:5][C:6]([CH2:10][N:11]([CH2:21][C:22]2[C:27]([CH3:28])=[CH:26][C:25]([Cl:29])=[CH:24][N:23]=2)[C:12]([CH3:20])([C:14]2[CH:19]=[CH:18][CH:17]=[CH:16][N:15]=2)[CH3:13])=[C:7]([CH3:9])[CH:8]=1.[CH3:30][C:31](OC(C)=O)=[O:32].CCN(CC)CC.C([O-])(O)=[O:45].[Na+]. Given the product [Cl:29][C:25]1[CH:26]=[C:27]([CH3:28])[C:22]([CH2:21][N:11]([CH2:10][C:6]2[CH:5]=[CH:4][C:3]([CH2:2][NH:1][C:31](=[O:32])[CH3:30])=[CH:8][C:7]=2[CH2:9][OH:45])[C:12]([CH3:20])([C:14]2[CH:19]=[CH:18][CH:17]=[CH:16][N:15]=2)[CH3:13])=[N:23][CH:24]=1, predict the reactants needed to synthesize it.